Dataset: Peptide-MHC class II binding affinity with 134,281 pairs from IEDB. Task: Regression. Given a peptide amino acid sequence and an MHC pseudo amino acid sequence, predict their binding affinity value. This is MHC class II binding data. (1) The peptide sequence is STNIRQAGVQYSR. The binding affinity (normalized) is 0.293. The MHC is DRB1_0901 with pseudo-sequence DRB1_0901. (2) The peptide sequence is FFFLFNILTGKKITA. The MHC is HLA-DQA10201-DQB10402 with pseudo-sequence HLA-DQA10201-DQB10402. The binding affinity (normalized) is 0.